Dataset: Peptide-MHC class II binding affinity with 134,281 pairs from IEDB. Task: Regression. Given a peptide amino acid sequence and an MHC pseudo amino acid sequence, predict their binding affinity value. This is MHC class II binding data. (1) The MHC is HLA-DQA10201-DQB10402 with pseudo-sequence HLA-DQA10201-DQB10402. The peptide sequence is SGREVIDAMCHATLT. The binding affinity (normalized) is 0.227. (2) The binding affinity (normalized) is 0.451. The MHC is HLA-DPA10103-DPB10401 with pseudo-sequence HLA-DPA10103-DPB10401. The peptide sequence is PVGFFTALAVLIECH.